From a dataset of Full USPTO retrosynthesis dataset with 1.9M reactions from patents (1976-2016). Predict the reactants needed to synthesize the given product. (1) Given the product [N+:1]([C:4]1[CH:16]=[CH:15][C:14]2[C:13]3[C:8](=[CH:9][CH:10]=[CH:11][CH:12]=3)[C:7](=[CH:24][C:23]3[C:18](=[O:17])[NH:19][CH:20]=[CH:21][CH:22]=3)[C:6]=2[CH:5]=1)([O-:3])=[O:2], predict the reactants needed to synthesize it. The reactants are: [N+:1]([C:4]1[CH:16]=[CH:15][C:14]2[C:13]3[C:8](=[CH:9][CH:10]=[CH:11][CH:12]=3)[CH2:7][C:6]=2[CH:5]=1)([O-:3])=[O:2].[O:17]=[C:18]1[C:23]([CH:24]=O)=[CH:22][CH:21]=[CH:20][NH:19]1.C(Cl)Cl. (2) Given the product [C:1]([C:4]1[CH:8]=[C:7]([C:9]([NH:58][N:57]([CH2:56][C@@H:55]([OH:74])[C:54]([OH:75])=[O:53])[CH2:59][C:60]2[CH:61]=[CH:62][C:63]([C:66]3[CH:71]=[C:70]([Cl:72])[CH:69]=[CH:68][C:67]=3[F:73])=[CH:64][CH:65]=2)=[O:11])[NH:6][N:5]=1)(=[O:3])[CH3:2], predict the reactants needed to synthesize it. The reactants are: [C:1]([C:4]1[CH:8]=[C:7]([C:9]([OH:11])=O)[NH:6][N:5]=1)(=[O:3])[CH3:2].CN(C(ON1N=NC2C=CC(=CC1=2)Cl)=[N+](C)C)C.F[P-](F)(F)(F)(F)F.CN(C=O)C.CCN(C(C)C)C(C)C.C([O:53][C:54](=[O:75])[C@H:55]([OH:74])[CH2:56][N:57]([CH2:59][C:60]1[CH:65]=[CH:64][C:63]([C:66]2[CH:71]=[C:70]([Cl:72])[CH:69]=[CH:68][C:67]=2[F:73])=[CH:62][CH:61]=1)[NH2:58])C.CCO.[Li+].[OH-].O. (3) Given the product [CH:1]([O:4][C:5]1[CH:13]=[CH:12][C:11]([S:14]([CH3:17])(=[O:16])=[O:15])=[CH:10][C:6]=1[C:7]([N:59]1[CH2:60][CH2:61][CH:56]([O:55][C:52]2[CH:53]=[CH:54][N:49]=[CH:50][CH:51]=2)[CH2:57][CH2:58]1)=[O:9])([CH3:2])[CH3:3], predict the reactants needed to synthesize it. The reactants are: [CH:1]([O:4][C:5]1[CH:13]=[CH:12][C:11]([S:14]([CH3:17])(=[O:16])=[O:15])=[CH:10][C:6]=1[C:7]([OH:9])=O)([CH3:3])[CH3:2].CN(C(ON1N=NC2C=CC=CC1=2)=[N+](C)C)C.[B-](F)(F)(F)F.C(N(C(C)C)C(C)C)C.[NH:49]1[CH2:54][CH2:53][CH:52]([O:55][C:56]2[CH:61]=[CH:60][N:59]=[CH:58][CH:57]=2)[CH2:51][CH2:50]1. (4) Given the product [O:10]([CH:2]([C:4]1[CH:9]=[CH:8][CH:7]=[CH:6][CH:5]=1)[CH3:3])[C:11]([S:13][CH2:17][CH3:18])=[S:12], predict the reactants needed to synthesize it. The reactants are: Br[CH:2]([C:4]1[CH:9]=[CH:8][CH:7]=[CH:6][CH:5]=1)[CH3:3].[O:10](CC)[C:11]([S-:13])=[S:12].[K+].[CH2:17](O)[CH3:18]. (5) Given the product [Cl:1][C:2]1[CH:7]=[C:6]([Cl:8])[N:5]=[C:4]([C:9]([O-:11])=[O:10])[CH:3]=1.[Cl:1][C:2]1[CH:7]=[C:6]([C:22]2[CH:21]=[CH:20][C:19]([O:18][C:17]3[CH:16]=[CH:15][C:14]([F:13])=[CH:35][CH:34]=3)=[CH:24][CH:23]=2)[N:5]=[C:4]([C:9]([O:11][CH3:12])=[O:10])[CH:3]=1, predict the reactants needed to synthesize it. The reactants are: [Cl:1][C:2]1[CH:7]=[C:6]([Cl:8])[N:5]=[C:4]([C:9]([O:11][CH3:12])=[O:10])[CH:3]=1.[F:13][C:14]1[CH:35]=[CH:34][C:17]([O:18][C:19]2[CH:24]=[CH:23][C:22](B3OC(C)(C)C(C)(C)O3)=[CH:21][CH:20]=2)=[CH:16][CH:15]=1.C([O-])([O-])=O.[Na+].[Na+]. (6) Given the product [CH3:28][C:24]1[CH:23]=[C:22]([C:21]2[C:15]3[O:14][CH:13]([CH2:12][NH:31][CH3:30])[CH2:17][C:16]=3[CH:18]=[C:19]([CH3:29])[CH:20]=2)[CH:27]=[CH:26][CH:25]=1, predict the reactants needed to synthesize it. The reactants are: CC1C=CC(S(O[CH2:12][CH:13]2[CH2:17][C:16]3[CH:18]=[C:19]([CH3:29])[CH:20]=[C:21]([C:22]4[CH:27]=[CH:26][CH:25]=[C:24]([CH3:28])[CH:23]=4)[C:15]=3[O:14]2)(=O)=O)=CC=1.[CH3:30][NH2:31]. (7) The reactants are: [F:1][C:2]1[CH:7]=[CH:6][C:5]([C:8]2[N:9]=[C:10]([C:13]3[C:14]([NH:25][C@@H:26]4[CH2:31][CH2:30][CH2:29][N:28]([C:32]([O:34][C:35]([CH3:38])([CH3:37])[CH3:36])=[O:33])[CH2:27]4)=[N:15][C:16](S(C)(=O)=O)=[N:17][C:18]=3[O:19][CH3:20])[S:11][CH:12]=2)=[CH:4][CH:3]=1.[N:39]1[CH:44]=[CH:43][CH:42]=[C:41]([N:45]2[CH2:50][CH2:49][NH:48][CH2:47][CH2:46]2)[CH:40]=1.C(N(C(C)C)C(C)C)C. Given the product [F:1][C:2]1[CH:7]=[CH:6][C:5]([C:8]2[N:9]=[C:10]([C:13]3[C:14]([NH:25][C@@H:26]4[CH2:31][CH2:30][CH2:29][N:28]([C:32]([O:34][C:35]([CH3:37])([CH3:38])[CH3:36])=[O:33])[CH2:27]4)=[N:15][C:16]([N:48]4[CH2:49][CH2:50][N:45]([C:41]5[CH:40]=[N:39][CH:44]=[CH:43][CH:42]=5)[CH2:46][CH2:47]4)=[N:17][C:18]=3[O:19][CH3:20])[S:11][CH:12]=2)=[CH:4][CH:3]=1, predict the reactants needed to synthesize it.